Dataset: Full USPTO retrosynthesis dataset with 1.9M reactions from patents (1976-2016). Task: Predict the reactants needed to synthesize the given product. (1) Given the product [NH2:1][C:2]1[N:7]=[C:6]([O:8][CH2:9][C:10]2[CH:11]=[CH:12][C:13]([CH2:16][NH:17][C:18](=[O:23])[C:19]([F:22])([F:20])[F:21])=[CH:14][CH:15]=2)[C:5]([NH2:24])=[C:4]([NH2:26])[N:3]=1, predict the reactants needed to synthesize it. The reactants are: [NH2:1][C:2]1[N:7]=[C:6]([O:8][CH2:9][C:10]2[CH:15]=[CH:14][C:13]([CH2:16][NH:17][C:18](=[O:23])[C:19]([F:22])([F:21])[F:20])=[CH:12][CH:11]=2)[C:5]([N:24]=O)=[C:4]([NH2:26])[N:3]=1.C1(P(C2C=CC=CC=2)C2C=CC=CC=2)C=CC=CC=1. (2) Given the product [C:1]([N:4]1[C:12]2[C:7](=[CH:8][C:9]([C:13](=[O:15])[CH3:14])=[CH:10][CH:11]=2)[C:6](=[C:23]([C:22]2[CH:26]=[CH:27][C:19]([C:17]#[N:18])=[CH:20][CH:21]=2)[OH:24])[C:5]1=[O:16])(=[O:3])[CH3:2], predict the reactants needed to synthesize it. The reactants are: [C:1]([N:4]1[C:12]2[C:7](=[CH:8][C:9]([C:13](=[O:15])[CH3:14])=[CH:10][CH:11]=2)[CH2:6][C:5]1=[O:16])(=[O:3])[CH3:2].[C:17]([C:19]1[CH:27]=[CH:26][C:22]([C:23](O)=[O:24])=[CH:21][CH:20]=1)#[N:18]. (3) Given the product [CH2:1]([O:8][C:9]([NH:11][C@H:12]([C:17]([NH:42][CH2:43][CH2:44][CH:45]([O:49][CH2:50][CH3:51])[O:46][CH2:47][CH3:48])=[O:19])[CH2:13][C:14]([O:16][CH2:31][C:21]1[CH:29]=[CH:25][CH:24]=[CH:23][CH:22]=1)=[O:15])=[O:10])[C:2]1[CH:3]=[CH:4][CH:5]=[CH:6][CH:7]=1, predict the reactants needed to synthesize it. The reactants are: [CH2:1]([O:8][C:9]([NH:11][C@H:12]([C:17]([OH:19])=O)[CH2:13][C:14]([OH:16])=[O:15])=[O:10])[C:2]1[CH:7]=[CH:6][CH:5]=[CH:4][CH:3]=1.O[C:21]1[C:29]2N=NN[C:25]=2[CH:24]=[CH:23][CH:22]=1.Cl.[CH3:31]N(C)CCCN=C=NCC.[NH2:42][CH2:43][CH2:44][CH:45]([O:49][CH2:50][CH3:51])[O:46][CH2:47][CH3:48].C(N(CC)C(C)C)(C)C.